From a dataset of Forward reaction prediction with 1.9M reactions from USPTO patents (1976-2016). Predict the product of the given reaction. (1) Given the reactants O=[C:2]([CH2:8][C:9](=O)[CH3:10])[C:3]([O:5][CH2:6][CH3:7])=[O:4].[CH3:12][NH:13][NH2:14].C(OCC)(=O)C.O, predict the reaction product. The product is: [CH2:6]([O:5][C:3]([C:2]1[CH:8]=[C:9]([CH3:10])[N:13]([CH3:12])[N:14]=1)=[O:4])[CH3:7]. (2) Given the reactants [CH3:1][O:2][C:3](=[O:20])[CH2:4][N:5]([C:13]([O:15][C:16]([CH3:19])([CH3:18])[CH3:17])=[O:14])[C:6]1[CH:11]=[C:10](Cl)[CH:9]=[CH:8][N:7]=1.[CH3:21][O:22][C:23]1[CH:60]=[CH:59][C:26]([CH2:27][N:28]([CH2:50][C:51]2[CH:56]=[CH:55][C:54]([O:57][CH3:58])=[CH:53][CH:52]=2)[C:29]2[N:34]=[CH:33][C:32]([C:35]3[C:36]4[CH2:49][CH2:48][NH:47][C:37]=4[N:38]=[C:39]([N:41]4[CH2:46][CH2:45][O:44][CH2:43][CH2:42]4)[N:40]=3)=[CH:31][N:30]=2)=[CH:25][CH:24]=1.COC1C=CC=C(OC)C=1C1C=CC=CC=1P(C1CCCCC1)C1CCCCC1.P([O-])([O-])([O-])=O.[K+].[K+].[K+], predict the reaction product. The product is: [CH3:1][O:2][C:3](=[O:20])[CH2:4][N:5]([C:6]1[CH:11]=[C:10]([N:47]2[C:37]3[N:38]=[C:39]([N:41]4[CH2:42][CH2:43][O:44][CH2:45][CH2:46]4)[N:40]=[C:35]([C:32]4[CH:33]=[N:34][C:29]([N:28]([CH2:50][C:51]5[CH:56]=[CH:55][C:54]([O:57][CH3:58])=[CH:53][CH:52]=5)[CH2:27][C:26]5[CH:59]=[CH:60][C:23]([O:22][CH3:21])=[CH:24][CH:25]=5)=[N:30][CH:31]=4)[C:36]=3[CH2:49][CH2:48]2)[CH:9]=[CH:8][N:7]=1)[C:13]([O:15][C:16]([CH3:19])([CH3:18])[CH3:17])=[O:14]. (3) Given the reactants C([O:3][C:4](=[O:34])[C:5]1[CH:10]=[CH:9][N:8]=[C:7]([N:11]2[C:15]([CH3:16])=[CH:14][CH:13]=[C:12]2[C:17]2[CH:22]=[C:21]([Cl:23])[CH:20]=[CH:19][C:18]=2[O:24][CH2:25][C:26]2[CH:31]=[CH:30][C:29]([O:32][CH3:33])=[CH:28][CH:27]=2)[CH:6]=1)C.C(O)C, predict the reaction product. The product is: [Cl:23][C:21]1[CH:20]=[CH:19][C:18]([O:24][CH2:25][C:26]2[CH:27]=[CH:28][C:29]([O:32][CH3:33])=[CH:30][CH:31]=2)=[C:17]([C:12]2[N:11]([C:7]3[CH:6]=[C:5]([CH:10]=[CH:9][N:8]=3)[C:4]([OH:34])=[O:3])[C:15]([CH3:16])=[CH:14][CH:13]=2)[CH:22]=1. (4) Given the reactants [Si:1]([O:8][CH2:9][C:10]1[C:18]2[O:17][N:16]=[C:15]([CH3:19])[C:14]=2[CH:13]=[CH:12][C:11]=1I)([C:4]([CH3:7])([CH3:6])[CH3:5])([CH3:3])[CH3:2].C([Sn](CCCC)(CCCC)[C:26]1[CH:31]=[CH:30][CH:29]=[CH:28][N:27]=1)CCC, predict the reaction product. The product is: [Si:1]([O:8][CH2:9][C:10]1[C:18]2[O:17][N:16]=[C:15]([CH3:19])[C:14]=2[CH:13]=[CH:12][C:11]=1[C:26]1[CH:31]=[CH:30][CH:29]=[CH:28][N:27]=1)([C:4]([CH3:7])([CH3:6])[CH3:5])([CH3:3])[CH3:2]. (5) Given the reactants [CH3:1][C:2]1([C:16]2[CH:21]=[CH:20][CH:19]=[CH:18][CH:17]=2)[S:6][C:5](=S)[N:4]([NH:8][C:9]2[CH:14]=[CH:13][CH:12]=[CH:11][CH:10]=2)[C:3]1=[O:15].C(Cl)Cl.[BH4-].C([O+](CC)CC)C.Cl.[CH3:34][O:35][NH2:36], predict the reaction product. The product is: [CH3:34][O:35][N:36]=[C:5]1[N:4]([NH:8][C:9]2[CH:14]=[CH:13][CH:12]=[CH:11][CH:10]=2)[C:3](=[O:15])[C:2]([CH3:1])([C:16]2[CH:21]=[CH:20][CH:19]=[CH:18][CH:17]=2)[S:6]1.